Dataset: NCI-60 drug combinations with 297,098 pairs across 59 cell lines. Task: Regression. Given two drug SMILES strings and cell line genomic features, predict the synergy score measuring deviation from expected non-interaction effect. (1) Drug 2: CCC1(CC2CC(C3=C(CCN(C2)C1)C4=CC=CC=C4N3)(C5=C(C=C6C(=C5)C78CCN9C7C(C=CC9)(C(C(C8N6C=O)(C(=O)OC)O)OC(=O)C)CC)OC)C(=O)OC)O.OS(=O)(=O)O. Drug 1: CC(CN1CC(=O)NC(=O)C1)N2CC(=O)NC(=O)C2. Synergy scores: CSS=31.2, Synergy_ZIP=2.51, Synergy_Bliss=2.36, Synergy_Loewe=1.07, Synergy_HSA=1.09. Cell line: A549. (2) Drug 1: CC1=C(C(CCC1)(C)C)C=CC(=CC=CC(=CC(=O)O)C)C. Drug 2: CC1C(C(CC(O1)OC2CC(OC(C2O)C)OC3=CC4=CC5=C(C(=O)C(C(C5)C(C(=O)C(C(C)O)O)OC)OC6CC(C(C(O6)C)O)OC7CC(C(C(O7)C)O)OC8CC(C(C(O8)C)O)(C)O)C(=C4C(=C3C)O)O)O)O. Cell line: NCI/ADR-RES. Synergy scores: CSS=4.59, Synergy_ZIP=-4.19, Synergy_Bliss=-8.27, Synergy_Loewe=-5.58, Synergy_HSA=-5.43. (3) Drug 1: CCC1(CC2CC(C3=C(CCN(C2)C1)C4=CC=CC=C4N3)(C5=C(C=C6C(=C5)C78CCN9C7C(C=CC9)(C(C(C8N6C=O)(C(=O)OC)O)OC(=O)C)CC)OC)C(=O)OC)O.OS(=O)(=O)O. Drug 2: CC12CCC3C(C1CCC2O)C(CC4=C3C=CC(=C4)O)CCCCCCCCCS(=O)CCCC(C(F)(F)F)(F)F. Cell line: UACC-257. Synergy scores: CSS=29.9, Synergy_ZIP=-3.65, Synergy_Bliss=7.97, Synergy_Loewe=-3.74, Synergy_HSA=4.48. (4) Drug 1: CC1CCC2CC(C(=CC=CC=CC(CC(C(=O)C(C(C(=CC(C(=O)CC(OC(=O)C3CCCCN3C(=O)C(=O)C1(O2)O)C(C)CC4CCC(C(C4)OC)O)C)C)O)OC)C)C)C)OC. Drug 2: C1CC(=O)NC(=O)C1N2C(=O)C3=CC=CC=C3C2=O. Cell line: UACC62. Synergy scores: CSS=2.33, Synergy_ZIP=1.85, Synergy_Bliss=5.85, Synergy_Loewe=4.30, Synergy_HSA=3.51. (5) Drug 1: CC1=C(C(CCC1)(C)C)C=CC(=CC=CC(=CC(=O)O)C)C. Drug 2: C(CCl)NC(=O)N(CCCl)N=O. Cell line: SNB-19. Synergy scores: CSS=15.1, Synergy_ZIP=-5.31, Synergy_Bliss=-0.379, Synergy_Loewe=-0.0857, Synergy_HSA=0.355.